From a dataset of Full USPTO retrosynthesis dataset with 1.9M reactions from patents (1976-2016). Predict the reactants needed to synthesize the given product. (1) The reactants are: [CH3:1]I.[H-].[Na+].[CH:5]12[CH2:11][CH:8]([CH2:9][CH2:10]1)[CH2:7][CH:6]2[NH:12][C:13]([C:15]1[C:19]([CH2:20][OH:21])=[C:18]([O:22][C:23]2[CH:32]=[CH:31][C:30]3[C:25](=[CH:26][CH:27]=[CH:28][CH:29]=3)[CH:24]=2)[N:17]([C:33]2[CH:38]=[CH:37][CH:36]=[CH:35][C:34]=2[Cl:39])[N:16]=1)=[O:14]. Given the product [CH:5]12[CH2:11][CH:8]([CH2:9][CH2:10]1)[CH2:7][CH:6]2[NH:12][C:13]([C:15]1[C:19]([CH2:20][O:21][CH3:1])=[C:18]([O:22][C:23]2[CH:32]=[CH:31][C:30]3[C:25](=[CH:26][CH:27]=[CH:28][CH:29]=3)[CH:24]=2)[N:17]([C:33]2[CH:38]=[CH:37][CH:36]=[CH:35][C:34]=2[Cl:39])[N:16]=1)=[O:14], predict the reactants needed to synthesize it. (2) Given the product [F:33][C:34]1([F:52])[CH2:39][CH2:38][N:37]([C:40]([N:12]2[CH2:11][CH2:10][N:9]([C:13]3[N:14]=[N:15][C:16]([C:23]4[CH:24]=[CH:25][C:26]([C:29]([F:32])([F:30])[F:31])=[CH:27][CH:28]=4)=[C:17]4[CH:22]=[CH:21][N:20]=[CH:19][C:18]=34)[CH2:8][C@@H:7]2[CH3:6])=[O:41])[CH2:36][CH2:35]1, predict the reactants needed to synthesize it. The reactants are: CN(C=O)C.[CH3:6][C@@H:7]1[NH:12][CH2:11][CH2:10][N:9]([C:13]2[N:14]=[N:15][C:16]([C:23]3[CH:28]=[CH:27][C:26]([C:29]([F:32])([F:31])[F:30])=[CH:25][CH:24]=3)=[C:17]3[CH:22]=[CH:21][N:20]=[CH:19][C:18]=23)[CH2:8]1.[F:33][C:34]1([F:52])[CH2:39][CH2:38][N:37]([C:40](OC2C=CC([N+]([O-])=O)=CC=2)=[O:41])[CH2:36][CH2:35]1.C(=O)([O-])[O-].[K+].[K+]. (3) Given the product [Br:1][C:2]1[C:3]([N:18]2[CH2:19][CH2:20][C:21]([C:25]#[N:26])([CH3:24])[CH2:22][CH2:23]2)=[C:4]([C@H:10]([O:17][C:4]([CH3:10])([CH3:5])[CH3:3])[C:11]([O:13][CH:14]([CH3:16])[CH3:15])=[O:12])[C:5]([CH3:9])=[N:6][C:7]=1[CH3:8], predict the reactants needed to synthesize it. The reactants are: [Br:1][C:2]1[C:3]([N:18]2[CH2:23][CH2:22][C:21]([C:25]#[N:26])([CH3:24])[CH2:20][CH2:19]2)=[C:4]([C@H:10]([OH:17])[C:11]([O:13][CH:14]([CH3:16])[CH3:15])=[O:12])[C:5]([CH3:9])=[N:6][C:7]=1[CH3:8].